Dataset: Catalyst prediction with 721,799 reactions and 888 catalyst types from USPTO. Task: Predict which catalyst facilitates the given reaction. (1) Reactant: [C:1]([Si:5]([O:8][CH:9]([CH2:14][CH2:15][C:16]1[CH:21]=[CH:20][C:19]([C:22]([CH2:41][CH3:42])([C:25]2[CH:30]=[CH:29][C:28](B3OC(C)(C)C(C)(C)O3)=[C:27]([CH3:40])[CH:26]=2)[CH2:23][CH3:24])=[CH:18][C:17]=1[CH3:43])[C:10]([CH3:13])([CH3:12])[CH3:11])([CH3:7])[CH3:6])([CH3:4])([CH3:3])[CH3:2].[CH3:44][O:45][C:46](=[O:63])[C@@H:47]([NH:55][C:56]([O:58][C:59]([CH3:62])([CH3:61])[CH3:60])=[O:57])[C:48]1[CH:53]=[CH:52][C:51](Cl)=[CH:50][CH:49]=1.C1(P(C2CCCCC2)C2C=CC=CC=2C2C(OC)=CC=CC=2OC)CCCCC1.P([O-])([O-])([O-])=O.[K+].[K+].[K+]. Product: [CH3:44][O:45][C:46](=[O:63])[C@@H:47]([NH:55][C:56]([O:58][C:59]([CH3:62])([CH3:61])[CH3:60])=[O:57])[C:48]1[CH:53]=[CH:52][C:51]([C:28]2[CH:29]=[CH:30][C:25]([C:22]([C:19]3[CH:20]=[CH:21][C:16]([CH2:15][CH2:14][CH:9]([O:8][Si:5]([C:1]([CH3:4])([CH3:3])[CH3:2])([CH3:6])[CH3:7])[C:10]([CH3:13])([CH3:12])[CH3:11])=[C:17]([CH3:43])[CH:18]=3)([CH2:23][CH3:24])[CH2:41][CH3:42])=[CH:26][C:27]=2[CH3:40])=[CH:50][CH:49]=1. The catalyst class is: 706. (2) Reactant: [CH2:1]([N:4]1[C:13]2[C:8](=[CH:9][C:10]([C:14]([NH:16][CH2:17][CH2:18][OH:19])=[O:15])=[CH:11][CH:12]=2)[CH2:7][CH2:6][CH2:5]1)[CH:2]=[CH2:3].C(N(CC)CC)C.CN(C1C=CC=CN=1)C.[C:36]([Si:40]([CH3:43])([CH3:42])Cl)([CH3:39])([CH3:38])[CH3:37]. Product: [CH2:1]([N:4]1[C:13]2[C:8](=[CH:9][C:10]([C:14]([NH:16][CH2:17][CH2:18][O:19][Si:40]([C:36]([CH3:39])([CH3:38])[CH3:37])([CH3:43])[CH3:42])=[O:15])=[CH:11][CH:12]=2)[CH2:7][CH2:6][CH2:5]1)[CH:2]=[CH2:3]. The catalyst class is: 4. (3) Reactant: [CH2:1]([O:8][N:9]1[C:15](=[O:16])[N:14]2[CH2:17][C@H:10]1[CH2:11][CH2:12][C@H:13]2[C:18]([OH:20])=O)[C:2]1[CH:7]=[CH:6][CH:5]=[CH:4][CH:3]=1.[C:21]([NH:26][NH2:27])(=[O:25])[CH2:22][CH2:23][CH3:24].ON1C2C=CC=CC=2N=N1.Cl.C(N=C=NCCCN(C)C)C. Product: [CH2:1]([O:8][N:9]1[C:15](=[O:16])[N:14]2[CH2:17][C@@H:10]1[CH2:11][CH2:12][C@@H:13]2[C:18]([NH:27][NH:26][C:21](=[O:25])[CH2:22][CH2:23][CH3:24])=[O:20])[C:2]1[CH:3]=[CH:4][CH:5]=[CH:6][CH:7]=1. The catalyst class is: 172. (4) Reactant: [S:1]([CH:4]([CH2:8][C:9]1[CH:14]=[CH:13][C:12]([O:15][CH2:16][CH2:17][C:18]2[CH:23]=[CH:22][C:21]([CH2:24][CH3:25])=[CH:20][N:19]=2)=[CH:11][CH:10]=1)[C:5](O)=[O:6])[C:2]#[N:3].C(=O)([O-])[OH:27].[Na+]. The catalyst class is: 501. Product: [CH3:25][CH2:24][C:21]1[CH:22]=[CH:23][C:18]([CH2:17][CH2:16][O:15][C:12]2[CH:11]=[CH:10][C:9]([CH2:8][CH:4]3[S:1][C:2](=[O:27])[NH:3][C:5]3=[O:6])=[CH:14][CH:13]=2)=[N:19][CH:20]=1.